Dataset: Catalyst prediction with 721,799 reactions and 888 catalyst types from USPTO. Task: Predict which catalyst facilitates the given reaction. Reactant: C(=O)([O-])[O-].[K+].[K+].Br[CH2:8][C:9]([O:11][CH2:12][CH3:13])=[O:10].[C:14]([O:18][C:19]([N:21]1[CH2:26][CH2:25][NH:24][C@@H:23]([CH3:27])[CH2:22]1)=[O:20])([CH3:17])([CH3:16])[CH3:15]. Product: [CH2:12]([O:11][C:9](=[O:10])[CH2:8][N:24]1[CH2:25][CH2:26][N:21]([C:19]([O:18][C:14]([CH3:17])([CH3:16])[CH3:15])=[O:20])[CH2:22][C@@H:23]1[CH3:27])[CH3:13]. The catalyst class is: 10.